Dataset: Forward reaction prediction with 1.9M reactions from USPTO patents (1976-2016). Task: Predict the product of the given reaction. (1) Given the reactants [C:1]([CH2:3][C:4]([O:6][CH2:7][CH3:8])=[O:5])#[N:2].Br[CH2:10][CH2:11][CH2:12][CH2:13]Br.C(=O)([O-])[O-].[Cs+].[Cs+], predict the reaction product. The product is: [CH2:7]([O:6][C:4]([C:3]1([C:1]#[N:2])[CH2:13][CH2:12][CH2:11][CH2:10]1)=[O:5])[CH3:8]. (2) Given the reactants [Br:1][C:2]1[CH:3]=[CH:4][C:5](F)=[C:6]([CH:9]=1)[C:7]#[N:8].[NH:11]1[CH:15]=[CH:14][CH:13]=[N:12]1.C(=O)([O-])[O-].[K+].[K+].O, predict the reaction product. The product is: [Br:1][C:2]1[CH:3]=[CH:4][C:5]([N:11]2[CH:15]=[CH:14][CH:13]=[N:12]2)=[C:6]([CH:9]=1)[C:7]#[N:8]. (3) Given the reactants [F:1][C:2]1[CH:3]=[C:4]([CH:22]=[CH:23][CH:24]=1)[CH2:5][O:6][C:7]1[CH:12]=[CH:11][C:10]([N:13]2[C:17](=[O:18])[CH2:16][C@@H:15]([C:19](O)=[O:20])[CH2:14]2)=[CH:9][CH:8]=1.CN.[CH3:27][N:28](C(ON1N=NC2C=CC=CC1=2)=[N+](C)C)C.F[P-](F)(F)(F)(F)F, predict the reaction product. The product is: [CH3:27][NH:28][C:19]([C@@H:15]1[CH2:16][C:17](=[O:18])[N:13]([C:10]2[CH:11]=[CH:12][C:7]([O:6][CH2:5][C:4]3[CH:22]=[CH:23][CH:24]=[C:2]([F:1])[CH:3]=3)=[CH:8][CH:9]=2)[CH2:14]1)=[O:20]. (4) Given the reactants Cl.O.[NH:3]1[CH2:8][CH2:7][C:6](=[O:9])[CH2:5][CH2:4]1.[CH3:10][S:11](Cl)(=[O:13])=[O:12].[OH-].[Na+], predict the reaction product. The product is: [CH3:10][S:11]([N:3]1[CH2:8][CH2:7][C:6](=[O:9])[CH2:5][CH2:4]1)(=[O:13])=[O:12]. (5) The product is: [OH:4][C:5]1[C:6]([CH3:19])=[CH:7][CH:8]=[C:9]2[C:14]=1[CH:13]=[C:12]([C:15]([O:17][CH3:18])=[O:16])[CH:11]=[CH:10]2. Given the reactants C([O:4][C:5]1[C:6]([CH3:19])=[CH:7][CH:8]=[C:9]2[C:14]=1[CH:13]=[C:12]([C:15]([O:17][CH3:18])=[O:16])[CH:11]=[CH:10]2)(=O)C.C(=O)([O-])[O-].[K+].[K+].CO, predict the reaction product.